Task: Regression. Given a peptide amino acid sequence and an MHC pseudo amino acid sequence, predict their binding affinity value. This is MHC class I binding data.. Dataset: Peptide-MHC class I binding affinity with 185,985 pairs from IEDB/IMGT (1) The peptide sequence is KVGFIMLFH. The MHC is HLA-A02:01 with pseudo-sequence HLA-A02:01. The binding affinity (normalized) is 0.0847. (2) The MHC is HLA-A26:01 with pseudo-sequence HLA-A26:01. The binding affinity (normalized) is 0.0847. The peptide sequence is FLFDRLTNG. (3) The peptide sequence is AEMRETHWL. The MHC is HLA-A02:01 with pseudo-sequence HLA-A02:01. The binding affinity (normalized) is 0.0847. (4) The peptide sequence is KPFNNILNL. The MHC is HLA-A02:01 with pseudo-sequence HLA-A02:01. The binding affinity (normalized) is 0. (5) The peptide sequence is VPLPCQLMY. The MHC is HLA-B07:02 with pseudo-sequence HLA-B07:02. The binding affinity (normalized) is 0.0145. (6) The peptide sequence is SQYLELDTI. The MHC is HLA-A29:02 with pseudo-sequence HLA-A29:02. The binding affinity (normalized) is 0.0164. (7) The peptide sequence is SFQQPQQQY. The MHC is HLA-A11:01 with pseudo-sequence HLA-A11:01. The binding affinity (normalized) is 0.